This data is from hERG Central: cardiac toxicity at 1µM, 10µM, and general inhibition. The task is: Predict hERG channel inhibition at various concentrations. Results: hERG_inhib (hERG inhibition (general)): blocker. The compound is O=C(NCCN1CCN(c2ccccc2)CC1)c1cccn2c(=O)c3ccccc3nc12.